Task: Predict the reactants needed to synthesize the given product.. Dataset: Full USPTO retrosynthesis dataset with 1.9M reactions from patents (1976-2016) Given the product [CH3:1][O:2][C@H:3]1[CH2:8][CH2:7][C@H:6]([CH2:9][N:10]2[C:11]3=[N:20][C:19]([C:21]4[CH:26]=[N:25][C:24]([C:27]5[N:45]=[CH:44][NH:39][N:28]=5)=[CH:23][C:22]=4[CH3:29])=[CH:18][N:17]=[C:12]3[NH:13][CH2:14][C:15]2=[O:16])[CH2:5][CH2:4]1, predict the reactants needed to synthesize it. The reactants are: [CH3:1][O:2][C@H:3]1[CH2:8][CH2:7][C@H:6]([CH2:9][N:10]2[C:15](=[O:16])[CH2:14][NH:13][C:12]3[N:17]=[CH:18][C:19]([C:21]4[C:22]([CH3:29])=[CH:23][C:24]([C:27]#[N:28])=[N:25][CH:26]=4)=[N:20][C:11]2=3)[CH2:5][CH2:4]1.CO[C@H]1CC[C@H](C[N:39]2[C:44]3=[N:45]C([Sn](C)(C)C)=CN=C3NCC2=O)CC1.BrC1C(C)=CC(C#N)=NC=1.C(N(CC)CC)C.CC1C(P(C2C(C)=CC=CC=2)C2C(C)=CC=CC=2)=CC=CC=1.